From a dataset of Catalyst prediction with 721,799 reactions and 888 catalyst types from USPTO. Predict which catalyst facilitates the given reaction. Reactant: [NH:1]1[CH2:6][CH2:5][O:4][CH2:3][C:2]1=[O:7].I[C:9]1[CH:15]=[CH:14][C:12]([NH2:13])=[CH:11][CH:10]=1.CNCCNC.C([O-])([O-])=O.[K+].[K+]. Product: [O:7]=[C:2]1[CH2:3][O:4][CH2:5][CH2:6][N:1]1[C:9]1[CH:15]=[CH:14][C:12]([NH2:13])=[CH:11][CH:10]=1. The catalyst class is: 185.